From a dataset of Catalyst prediction with 721,799 reactions and 888 catalyst types from USPTO. Predict which catalyst facilitates the given reaction. (1) Reactant: [F:1][C:2]([F:23])([F:22])[C:3]1[N:8]=[CH:7][C:6]([C@H:9]([NH:11][C:12]2[C:13]3[CH2:21][NH:20][CH2:19][CH2:18][C:14]=3[N:15]=[CH:16][N:17]=2)[CH3:10])=[CH:5][CH:4]=1.[Cl:24][C:25]1[CH:26]=[CH:27][C:28](F)=[C:29]([CH:32]=1)[C:30]#[N:31].C(N(CC)C(C)C)(C)C. Product: [Cl:24][C:25]1[CH:26]=[CH:27][C:28]([N:20]2[CH2:19][CH2:18][C:14]3[N:15]=[CH:16][N:17]=[C:12]([NH:11][C@@H:9]([C:6]4[CH:7]=[N:8][C:3]([C:2]([F:1])([F:22])[F:23])=[CH:4][CH:5]=4)[CH3:10])[C:13]=3[CH2:21]2)=[C:29]([CH:32]=1)[C:30]#[N:31]. The catalyst class is: 10. (2) Reactant: [F:1][C:2]1[CH:24]=[C:23]([N+:25]([O-:27])=[O:26])[CH:22]=[CH:21][C:3]=1[O:4][C:5]1[CH:10]=[CH:9][N:8]=[C:7]2[CH:11]=[C:12]([C:14]3[O:18][C:17](C=O)=[CH:16][CH:15]=3)[S:13][C:6]=12.[CH3:28][O:29][CH2:30][CH2:31][NH2:32].[BH-](OC(C)=O)(OC(C)=O)O[C:35](C)=O.[Na+].C(O)(=O)C. Product: [F:1][C:2]1[CH:24]=[C:23]([N+:25]([O-:27])=[O:26])[CH:22]=[CH:21][C:3]=1[O:4][C:5]1[CH:10]=[CH:9][N:8]=[C:7]2[CH:11]=[C:12]([C:14]3[O:18][C:17]([CH2:35][NH:32][CH2:31][CH2:30][O:29][CH3:28])=[CH:16][CH:15]=3)[S:13][C:6]=12. The catalyst class is: 4. (3) Reactant: C([O:3][C:4]([C:6]1[N:7]=[C:8]([C:11]2[CH:16]=[CH:15][C:14]([C:17]#[N:18])=[C:13]([F:19])[CH:12]=2)[O:9][CH:10]=1)=[O:5])C.[OH-].[Na+]. Product: [C:17]([C:14]1[CH:15]=[CH:16][C:11]([C:8]2[O:9][CH:10]=[C:6]([C:4]([OH:5])=[O:3])[N:7]=2)=[CH:12][C:13]=1[F:19])#[N:18]. The catalyst class is: 7. (4) Reactant: [CH2:1]([C:3]1([CH2:15][CH3:16])[O:7][C:6](=[O:8])[NH:5][C@H:4]1[C:9]1[CH:14]=[CH:13][CH:12]=[CH:11][CH:10]=1)[CH3:2].I[C:18]1[CH:36]=[CH:35][C:21]([C:22]([NH:24][C:25]2[CH:26]=[CH:27][CH:28]=[C:29]3[C:34]=2[N:33]=[CH:32][CH:31]=[CH:30]3)=[O:23])=[CH:20][CH:19]=1.C([O-])([O-])=O.[Cs+].[Cs+].CC(C1C=C(C(C)C)C(C2C=CC=CC=2P(C2CCCCC2)C2CCCCC2)=C(C(C)C)C=1)C. Product: [CH2:15]([C:3]1([CH2:1][CH3:2])[O:7][C:6](=[O:8])[N:5]([C:18]2[CH:36]=[CH:35][C:21]([C:22]([NH:24][C:25]3[CH:26]=[CH:27][CH:28]=[C:29]4[C:34]=3[N:33]=[CH:32][CH:31]=[CH:30]4)=[O:23])=[CH:20][CH:19]=2)[C@H:4]1[C:9]1[CH:14]=[CH:13][CH:12]=[CH:11][CH:10]=1)[CH3:16]. The catalyst class is: 552. (5) Reactant: [C:1]([O:9][CH2:10][C:11]1[C:15](Br)=[C:14]([CH3:17])[O:13][N:12]=1)(=[O:8])[C:2]1[CH:7]=[CH:6][CH:5]=[CH:4][CH:3]=1.COC1C=CC=C(OC)C=1C1C=CC=CC=1P(C1CCCCC1)C1CCCCC1.[CH3:47][C:48]1([CH3:55])[C:52]([CH3:54])([CH3:53])[O:51][BH:50][O:49]1.CCN(CC)CC. Product: [C:1]([O:9][CH2:10][C:11]1[C:15]([B:50]2[O:51][C:52]([CH3:54])([CH3:53])[C:48]([CH3:55])([CH3:47])[O:49]2)=[C:14]([CH3:17])[O:13][N:12]=1)(=[O:8])[C:2]1[CH:7]=[CH:6][CH:5]=[CH:4][CH:3]=1. The catalyst class is: 222. (6) Reactant: [F:1][C:2]1[C:7]([O:8][CH3:9])=[CH:6][C:5]([O:10][CH3:11])=[C:4]([F:12])[C:3]=1[N:13]1[CH2:18][C:17]2[CH:19]=[N:20][C:21]3[N:25]([S:26]([C:29]4[CH:34]=[CH:33][CH:32]=[CH:31][CH:30]=4)(=[O:28])=[O:27])[C:24]([CH2:35][N:36]4[CH2:41][CH2:40][O:39][CH2:38][CH2:37]4)=[CH:23][C:22]=3[C:16]=2[N:15]([CH2:42][CH2:43]O)[C:14]1=[O:45].C(N(S(F)(F)[F:52])CC)C. Product: [F:12][C:4]1[C:5]([O:10][CH3:11])=[CH:6][C:7]([O:8][CH3:9])=[C:2]([F:1])[C:3]=1[N:13]1[CH2:18][C:17]2[CH:19]=[N:20][C:21]3[N:25]([S:26]([C:29]4[CH:30]=[CH:31][CH:32]=[CH:33][CH:34]=4)(=[O:27])=[O:28])[C:24]([CH2:35][N:36]4[CH2:37][CH2:38][O:39][CH2:40][CH2:41]4)=[CH:23][C:22]=3[C:16]=2[N:15]([CH2:42][CH2:43][F:52])[C:14]1=[O:45]. The catalyst class is: 2. (7) Reactant: [NH:1]1[C:9]2[C:4](=[CH:5][CH:6]=[CH:7][CH:8]=2)[CH2:3][C:2]1=[O:10].[N+:11]([O-])([OH:13])=[O:12]. Product: [N+:11]([C:6]1[CH:5]=[C:4]2[C:9](=[CH:8][CH:7]=1)[NH:1][C:2](=[O:10])[CH2:3]2)([O-:13])=[O:12]. The catalyst class is: 65.